This data is from Forward reaction prediction with 1.9M reactions from USPTO patents (1976-2016). The task is: Predict the product of the given reaction. (1) Given the reactants [NH2:1][C:2]1[CH:3]=[C:4]2[C:9](=[CH:10][CH:11]=1)[N:8]([CH3:12])[C:7](=[O:13])[CH:6]=[C:5]2[C:14]([F:17])([F:16])[F:15].N1C=CC=CC=1.[CH3:24][C:25]1[CH:35]=[CH:34][C:28]([CH2:29][CH2:30][N:31]=[C:32]=[S:33])=[CH:27][CH:26]=1, predict the reaction product. The product is: [CH3:12][N:8]1[C:9]2[C:4](=[CH:3][C:2]([NH:1][C:32]([NH:31][CH2:30][CH2:29][C:28]3[CH:27]=[CH:26][C:25]([CH3:24])=[CH:35][CH:34]=3)=[S:33])=[CH:11][CH:10]=2)[C:5]([C:14]([F:17])([F:15])[F:16])=[CH:6][C:7]1=[O:13]. (2) Given the reactants Br[C:2]1[CH:3]=[C:4]([C:9]2([C:13]3[CH:18]=[CH:17][CH:16]=[CH:15][CH:14]=3)[CH2:11][C:10]2=[CH2:12])[CH:5]=[C:6](Br)[CH:7]=1.[C:19]1(B(O)O)[CH:24]=[CH:23][CH:22]=[CH:21][CH:20]=1.C(=O)([O-])[O-].[K+].[K+].[CH:34]1[CH:39]=[CH:38][CH:37]=[CH:36][CH:35]=1, predict the reaction product. The product is: [C:19]1([C:2]2[CH:3]=[C:4]([C:9]3([C:13]4[CH:18]=[CH:17][CH:16]=[CH:15][CH:14]=4)[CH2:11][C:10]3=[CH2:12])[CH:5]=[C:6]([C:34]3[CH:39]=[CH:38][CH:37]=[CH:36][CH:35]=3)[CH:7]=2)[CH:24]=[CH:23][CH:22]=[CH:21][CH:20]=1.